This data is from Full USPTO retrosynthesis dataset with 1.9M reactions from patents (1976-2016). The task is: Predict the reactants needed to synthesize the given product. Given the product [CH3:1][C:2]1[C:6]([CH2:7][N:8]2[CH:12]=[C:11]([N:13]3[C:17](=[O:18])[CH2:16][N:15]([CH3:21])[C:14]3=[O:19])[CH:10]=[N:9]2)=[C:5]([CH3:20])[O:4][N:3]=1, predict the reactants needed to synthesize it. The reactants are: [CH3:1][C:2]1[C:6]([CH2:7][N:8]2[CH:12]=[C:11]([N:13]3[C:17](=[O:18])[CH2:16][NH:15][C:14]3=[O:19])[CH:10]=[N:9]2)=[C:5]([CH3:20])[O:4][N:3]=1.[C:21](=O)([O-])[O-].[Cs+].[Cs+].IC.O.